Dataset: Catalyst prediction with 721,799 reactions and 888 catalyst types from USPTO. Task: Predict which catalyst facilitates the given reaction. (1) Reactant: [Br:1][C:2]1[C:3]([C:13]2[CH:18]=[CH:17][CH:16]=[CH:15][CH:14]=2)=[CH:4][C:5]2[NH:10][C:9](=[O:11])[CH2:8][O:7][C:6]=2[N:12]=1.[F:19][CH2:20][CH2:21]I.C(=O)([O-])[O-].[K+].[K+]. Product: [Br:1][C:2]1[C:3]([C:13]2[CH:18]=[CH:17][CH:16]=[CH:15][CH:14]=2)=[CH:4][C:5]2[N:10]([CH2:21][CH2:20][F:19])[C:9](=[O:11])[CH2:8][O:7][C:6]=2[N:12]=1. The catalyst class is: 18. (2) Reactant: [CH3:1][C:2]1[N:7]=[C:6]([C:8]([OH:10])=O)[CH:5]=[C:4]([O:11][C:12]2[CH:13]=[N:14][CH:15]=[N:16][CH:17]=2)[CH:3]=1.[F:18][C:19]1[CH:20]=[CH:21][C:22]([NH2:25])=[N:23][CH:24]=1.P(Cl)(Cl)(Cl)=O. The catalyst class is: 17. Product: [F:18][C:19]1[CH:20]=[CH:21][C:22]([NH:25][C:8](=[O:10])[C:6]2[CH:5]=[C:4]([O:11][C:12]3[CH:13]=[N:14][CH:15]=[N:16][CH:17]=3)[CH:3]=[C:2]([CH3:1])[N:7]=2)=[N:23][CH:24]=1.